Dataset: Reaction yield outcomes from USPTO patents with 853,638 reactions. Task: Predict the reaction yield, written as a fraction of the theoretical maximum amount of product (1.0 means a 100% yield; for example, 0.34 means a 34% yield). (1) The reactants are [Cl:1][C:2]1[CH:3]=[C:4]([CH:18]=[C:19]([O:28][CH:29]2[CH2:34][CH2:33][CH2:32][CH2:31][CH2:30]2)[C:20]=1[O:21][CH:22]1[CH2:27][CH2:26][CH2:25][CH2:24][CH2:23]1)[C:5]([NH:7][C:8]1[CH:17]=[CH:16][C:11]([C:12]([O:14]C)=[O:13])=[CH:10][CH:9]=1)=[O:6]. The catalyst is O1CCOCC1. The product is [Cl:1][C:2]1[CH:3]=[C:4]([CH:18]=[C:19]([O:28][CH:29]2[CH2:34][CH2:33][CH2:32][CH2:31][CH2:30]2)[C:20]=1[O:21][CH:22]1[CH2:27][CH2:26][CH2:25][CH2:24][CH2:23]1)[C:5]([NH:7][C:8]1[CH:9]=[CH:10][C:11]([C:12]([OH:14])=[O:13])=[CH:16][CH:17]=1)=[O:6]. The yield is 0.190. (2) The reactants are [Br:1][C:2]1[CH:7]=[C:6]([C:8]2[C:9]([C:13]3[CH:18]=[CH:17][CH:16]=[CH:15][N:14]=3)=[N:10][NH:11][CH:12]=2)[CH:5]=[CH:4][N:3]=1.C(=O)([O-])[O-].[K+].[K+].[C:25](Cl)([C:38]1[CH:43]=[CH:42][CH:41]=[CH:40][CH:39]=1)([C:32]1[CH:37]=[CH:36][CH:35]=[CH:34][CH:33]=1)[C:26]1[CH:31]=[CH:30][CH:29]=[CH:28][CH:27]=1. The catalyst is CC(C)=O. The product is [Br:1][C:2]1[CH:7]=[C:6]([C:8]2[C:9]([C:13]3[CH:18]=[CH:17][CH:16]=[CH:15][N:14]=3)=[N:10][N:11]([C:25]([C:26]3[CH:31]=[CH:30][CH:29]=[CH:28][CH:27]=3)([C:38]3[CH:39]=[CH:40][CH:41]=[CH:42][CH:43]=3)[C:32]3[CH:33]=[CH:34][CH:35]=[CH:36][CH:37]=3)[CH:12]=2)[CH:5]=[CH:4][N:3]=1. The yield is 0.853. (3) The reactants are CS[C:3]1[S:4]/[C:5](=[CH:9]\[C:10]2[CH:11]=[C:12]3[C:17](=[CH:18][CH:19]=2)[N:16]=[CH:15][CH:14]=[CH:13]3)/[C:6](=[O:8])[N:7]=1.[NH2:20][C:21]1[CH:22]=[C:23]([NH:27][C:28](=[O:30])[CH3:29])[CH:24]=[CH:25][CH:26]=1. The catalyst is C(O)CO.O. The product is [O:8]=[C:6]1[N:7]=[C:3]([NH:20][C:21]2[CH:22]=[C:23]([NH:27][C:28](=[O:30])[CH3:29])[CH:24]=[CH:25][CH:26]=2)[S:4]/[C:5]/1=[CH:9]\[C:10]1[CH:11]=[C:12]2[C:17](=[CH:18][CH:19]=1)[N:16]=[CH:15][CH:14]=[CH:13]2. The yield is 0.780. (4) The catalyst is C(O)C. The yield is 0.330. The reactants are [N:1]1[CH:6]=[CH:5][C:4](=[O:7])[NH:3][CH:2]=1.[F:8][C:9]([F:19])([F:18])[C:10]1[CH:17]=[CH:16][C:13]([CH2:14]N)=[CH:12][CH:11]=1.Cl.C1([C:27](=[NH:31])[O:28]CC)CCCCC1.C(N(CC)C(C)C)(C)C.C(OCC)(=O)[CH2:42][C:43]([O:45]CC)=[O:44].N12CCCN=[C:58]1[CH2:57][CH2:56][CH2:55][CH2:54][CH2:53]2.C(O)(=[O:65])C. The product is [CH:53]1([C:2]2[N:1]([CH2:14][C:13]3[CH:16]=[CH:17][C:10]([C:9]([F:19])([F:18])[F:8])=[CH:11][CH:12]=3)[C:6](=[O:65])[C:5]([C:27]([NH:31][CH2:42][C:43]([OH:45])=[O:44])=[O:28])=[C:4]([OH:7])[N:3]=2)[CH2:54][CH2:55][CH2:56][CH2:57][CH2:58]1. (5) The reactants are [Cl:1][C:2]1[CH:7]=[C:6]([Cl:8])[N:5]=[C:4]([NH2:9])[N:3]=1.[C:10](OC(=O)C)(=[O:12])[CH3:11]. The catalyst is C1(C)C=CC=CC=1. The product is [Cl:1][C:2]1[CH:7]=[C:6]([Cl:8])[N:5]=[C:4]([NH:9][C:10](=[O:12])[CH3:11])[N:3]=1. The yield is 0.800. (6) The product is [Cl:1][C:2]1[N:7]=[C:6]([C:8]2[S:12][C:11]([N:13]3[CH2:14][CH2:15][O:16][CH2:17][CH2:18]3)=[N:10][C:9]=2[C:19]2[C:20]([F:26])=[C:21]([NH:22][S:35]([C:29]3[CH:30]=[C:31]([F:34])[CH:32]=[CH:33][C:28]=3[F:27])(=[O:37])=[O:36])[CH:23]=[CH:24][CH:25]=2)[CH:5]=[CH:4][N:3]=1. The reactants are [Cl:1][C:2]1[N:7]=[C:6]([C:8]2[S:12][C:11]([N:13]3[CH2:18][CH2:17][O:16][CH2:15][CH2:14]3)=[N:10][C:9]=2[C:19]2[C:20]([F:26])=[C:21]([CH:23]=[CH:24][CH:25]=2)[NH2:22])[CH:5]=[CH:4][N:3]=1.[F:27][C:28]1[CH:33]=[CH:32][C:31]([F:34])=[CH:30][C:29]=1[S:35](Cl)(=[O:37])=[O:36]. The yield is 0.446. The catalyst is N1C=CC=CC=1. (7) The yield is 0.340. The product is [C:30]([C:26]1[CH:25]=[C:24]([NH:23][C:21]([CH:17]2[CH2:16][CH2:15][C:14]3[C:19](=[CH:20][C:11]([O:10][C:8]4[CH:7]=[CH:6][N:5]=[C:4]([C:1]5[CH:2]=[CH:42][NH:40][N:35]=5)[CH:9]=4)=[CH:12][CH:13]=3)[CH2:18]2)=[O:22])[CH:29]=[CH:28][CH:27]=1)([CH3:33])([CH3:31])[CH3:32]. The reactants are [C:1]([C:4]1[CH:9]=[C:8]([O:10][C:11]2[CH:20]=[C:19]3[C:14]([CH2:15][CH2:16][CH:17]([C:21]([NH:23][C:24]4[CH:29]=[CH:28][CH:27]=[C:26]([C:30]([CH3:33])([CH3:32])[CH3:31])[CH:25]=4)=[O:22])[CH2:18]3)=[CH:13][CH:12]=2)[CH:7]=[CH:6][N:5]=1)(=O)[CH3:2].O.[NH2:35]N.COC(OC)[N:40]([CH3:42])C. The catalyst is O. (8) The reactants are [Cl:1][C:2]([Cl:30])([Cl:29])[CH2:3][O:4][C:5]([C@@H:7]1[CH2:12][CH2:11][CH2:10][N:9]([C:13](=[O:28])[C@@H:14]([NH:20][C:21]([O:23]C(C)(C)C)=O)[CH2:15][O:16][CH:17]([F:19])[F:18])[NH:8]1)=[O:6].FC(F)(F)S(O[Si](C)(C)C)(=O)=O.C(N(CC)C(C)C)(C)C.[C:52]([O:56][C:57]([NH:59][C@H:60](C(O)=O)[CH:61]([CH3:63])[CH3:62])=[O:58])([CH3:55])([CH3:54])[CH3:53].F[P-](F)(F)(F)(F)F.CN(C(N(C)C)=[N+]1C2C(=NC=CC=2)[N+]([O-])=N1)C. The catalyst is ClCCl.C(#N)C. The product is [Cl:30][C:2]([Cl:1])([Cl:29])[CH2:3][O:4][C:5]([C@@H:7]1[CH2:12][CH2:11][CH2:10][N:9]([C:13](=[O:28])[C@@H:14]([NH:20][C:21](=[O:23])[C@@H:60]([NH:59][C:57]([O:56][C:52]([CH3:54])([CH3:53])[CH3:55])=[O:58])[CH:61]([CH3:63])[CH3:62])[CH2:15][O:16][CH:17]([F:18])[F:19])[NH:8]1)=[O:6]. The yield is 0.610. (9) The reactants are C([O:8][C:9]1[CH:18]=[C:17]2[C:12]([C:13]([O:19][C:20]3[CH:25]=[CH:24][C:23]([NH:26][C:27](=[O:34])[C:28]4[CH:33]=[CH:32][CH:31]=[CH:30][CH:29]=4)=[CH:22][CH:21]=3)=[CH:14][CH:15]=[N:16]2)=[CH:11][C:10]=1[O:35][CH3:36])C1C=CC=CC=1. The catalyst is C1CCCCC=1.C(O)C.[Pd]. The product is [OH:8][C:9]1[CH:18]=[C:17]2[C:12]([C:13]([O:19][C:20]3[CH:21]=[CH:22][C:23]([NH:26][C:27](=[O:34])[C:28]4[CH:33]=[CH:32][CH:31]=[CH:30][CH:29]=4)=[CH:24][CH:25]=3)=[CH:14][CH:15]=[N:16]2)=[CH:11][C:10]=1[O:35][CH3:36]. The yield is 0.750. (10) The reactants are [CH3:1][C:2]1[CH:3]=[C:4]2[CH:10]=[CH:9][N:8]([Si:11]([CH:18]([CH3:20])[CH3:19])([CH:15]([CH3:17])[CH3:16])[CH:12]([CH3:14])[CH3:13])[C:5]2=[N:6][CH:7]=1.[I:21]N1C(=O)CCC1=O. The catalyst is ClCCl. The product is [I:21][C:10]1[C:4]2[C:5](=[N:6][CH:7]=[C:2]([CH3:1])[CH:3]=2)[N:8]([Si:11]([CH:15]([CH3:17])[CH3:16])([CH:12]([CH3:14])[CH3:13])[CH:18]([CH3:20])[CH3:19])[CH:9]=1. The yield is 0.750.